This data is from Forward reaction prediction with 1.9M reactions from USPTO patents (1976-2016). The task is: Predict the product of the given reaction. (1) Given the reactants [C:1]([O:5][C:6](=[O:42])[NH:7][C@@H:8]1[CH2:12][CH2:11][N:10]([CH2:13][C:14]2[C:19]([C:20]([F:23])([F:22])[F:21])=[CH:18][C:17]([C:24](=[O:39])[NH:25][CH2:26][C:27]3[CH:32]=[C:31]([Cl:33])[CH:30]=[CH:29][C:28]=3[S:34]([CH2:37][CH3:38])(=[O:36])=[O:35])=[C:16]([NH2:40])[C:15]=2[Cl:41])[CH2:9]1)([CH3:4])([CH3:3])[CH3:2].ClC1C(C2OCCO2)=C(OC(F)(F)F)C=C2C=1N[C:51](=[O:54])N(CC1C=C(Cl)C=CC=1S(CC)(=O)=O)C2=O, predict the reaction product. The product is: [C:1]([O:5][C:6](=[O:42])[NH:7][C@@H:8]1[CH2:12][CH2:11][N:10]([CH2:13][C:14]2[C:15]([Cl:41])=[C:16]3[C:17]([C:24](=[O:39])[N:25]([CH2:26][C:27]4[CH:32]=[C:31]([Cl:33])[CH:30]=[CH:29][C:28]=4[S:34]([CH2:37][CH3:38])(=[O:35])=[O:36])[C:51](=[O:54])[NH:40]3)=[CH:18][C:19]=2[C:20]([F:21])([F:22])[F:23])[CH2:9]1)([CH3:2])([CH3:3])[CH3:4]. (2) Given the reactants [CH3:1][O:2][C:3]1[CH:8]=[CH:7][C:6]([C:9]2[C:14]3[CH:15]=[CH:16][O:17][C:13]=3[C:12]([CH3:18])=[CH:11][CH:10]=2)=[CH:5][CH:4]=1.C(Cl)(Cl)(Cl)Cl.C1C(=O)N(Br)C(=[O:27])C1.OP([O-])([O-])=O.[K+].[K+], predict the reaction product. The product is: [CH3:1][O:2][C:3]1[CH:4]=[CH:5][C:6]([C:9]2[C:14]3[CH:15]=[CH:16][O:17][C:13]=3[C:12]([CH:18]=[O:27])=[CH:11][CH:10]=2)=[CH:7][CH:8]=1. (3) Given the reactants [Cl:1][C:2]1[CH:7]=[C:6]([N+:8]([O-])=O)[CH:5]=[C:4]([N+:11]([O-:13])=[O:12])[CH:3]=1.CCO, predict the reaction product. The product is: [Cl:1][C:2]1[CH:7]=[C:6]([CH:5]=[C:4]([N+:11]([O-:13])=[O:12])[CH:3]=1)[NH2:8]. (4) Given the reactants [OH-].[Na+:2].[C:3]([OH:11])(=[O:10])[C:4]1[CH:9]=[CH:8][CH:7]=[CH:6][CH:5]=1.[C:12]1([CH3:18])[CH:17]=[CH:16][CH:15]=[CH:14][CH:13]=1, predict the reaction product. The product is: [CH3:12][C:3]([CH3:4])=[O:11].[C:12]1([CH3:18])[CH:17]=[CH:16][CH:15]=[CH:14][CH:13]=1.[C:3]([O-:11])(=[O:10])[C:4]1[CH:9]=[CH:8][CH:7]=[CH:6][CH:5]=1.[Na+:2]. (5) Given the reactants Br[C:2]1[CH:7]=[CH:6][C:5]([OH:8])=[CH:4][CH:3]=1.[NH:9]1[C:17]2[C:12](=[CH:13][CH:14]=[CH:15][CH:16]=2)[CH:11]=[N:10]1.P([O-])([O-])([O-])=O.[K+].[K+].[K+], predict the reaction product. The product is: [N:9]1[N:10]([C:2]2[CH:7]=[CH:6][C:5]([OH:8])=[CH:4][CH:3]=2)[CH:11]=[C:12]2[C:17]=1[CH:16]=[CH:15][CH:14]=[CH:13]2. (6) Given the reactants Cl.[NH2:2][CH:3]([C:6]1[CH:11]=[CH:10][C:9]([CH3:12])=[CH:8][CH:7]=1)[C:4]#[N:5].[CH3:13][O:14][C:15]1[CH:16]=[C:17]([CH2:24][CH2:25][C:26](O)=[O:27])[CH:18]=[CH:19][C:20]=1[O:21][CH2:22][CH3:23].N1C=CC=CC=1.CCN=C=NCCCN(C)C, predict the reaction product. The product is: [CH3:12][C:9]1[CH:10]=[CH:11][C:6]([CH:3]([NH:2][C:26](=[O:27])[CH2:25][CH2:24][C:17]2[CH:18]=[CH:19][C:20]([O:21][CH2:22][CH3:23])=[C:15]([O:14][CH3:13])[CH:16]=2)[C:4]#[N:5])=[CH:7][CH:8]=1. (7) Given the reactants [C:1]([O:16][C@H:17]([CH2:22][CH2:23][CH2:24][CH2:25][CH2:26][CH2:27][CH2:28][CH2:29][CH2:30][CH2:31][CH3:32])[CH2:18][C:19](Cl)=[O:20])(=O)[CH2:2][CH2:3][CH2:4][CH2:5][CH2:6][CH2:7]CCCCCCC.[NH2:33][CH2:34][CH2:35][CH2:36][C@@H:37]([NH:41]C(=O)C[C@H](O)CCCCCCCCCCC)[CH:38](N)[OH:39], predict the reaction product. The product is: [NH2:33][CH2:34][CH2:35][CH2:36][C@@H:37]([NH:41][C:19](=[O:20])[CH2:18][C@H:17]([O:16][CH2:1][C:2]1[CH:3]=[CH:4][CH:5]=[CH:6][CH:7]=1)[CH2:22][CH2:23][CH2:24][CH2:25][CH2:26][CH2:27][CH2:28][CH2:29][CH2:30][CH2:31][CH3:32])[CH2:38][OH:39]. (8) Given the reactants [F:1][C:2]1[CH:3]=[N:4][CH:5]=[CH:6][C:7]=1[C:8]1[CH:9]=[C:10]2[N:22]=[C:21]([N:23]3[CH:27]=[C:26]([C:28]([O:30]CC)=[O:29])[CH:25]=[N:24]3)[NH:20][C:11]2=[N:12][C:13]=1[C:14]1[CH:15]=[N:16][CH:17]=[CH:18][CH:19]=1.[OH-].[Na+].Cl, predict the reaction product. The product is: [F:1][C:2]1[CH:3]=[N:4][CH:5]=[CH:6][C:7]=1[C:8]1[CH:9]=[C:10]2[N:22]=[C:21]([N:23]3[CH:27]=[C:26]([C:28]([OH:30])=[O:29])[CH:25]=[N:24]3)[NH:20][C:11]2=[N:12][C:13]=1[C:14]1[CH:15]=[N:16][CH:17]=[CH:18][CH:19]=1. (9) Given the reactants Br[C:2]1[CH:3]=[CH:4][C:5]2[S:9][C:8]([CH2:10][CH2:11][CH2:12][S:13][C:14]3[CH:19]=[CH:18][C:17]([O:20][CH2:21][C:22]([O:24][CH2:25][CH3:26])=[O:23])=[C:16]([CH3:27])[CH:15]=3)=[C:7]([CH3:28])[C:6]=2[CH:29]=1.BrCCCC1SC2C=CC([C:44]([F:47])([F:46])[F:45])=CC=2C=1C, predict the reaction product. The product is: [CH3:27][C:16]1[CH:15]=[C:14]([S:13][CH2:12][CH2:11][CH2:10][C:8]2[S:9][C:5]3[CH:4]=[CH:3][C:2]([C:44]([F:47])([F:46])[F:45])=[CH:29][C:6]=3[C:7]=2[CH3:28])[CH:19]=[CH:18][C:17]=1[O:20][CH2:21][C:22]([O:24][CH2:25][CH3:26])=[O:23].